Dataset: Full USPTO retrosynthesis dataset with 1.9M reactions from patents (1976-2016). Task: Predict the reactants needed to synthesize the given product. (1) Given the product [F:1][C:2]1[CH:7]=[CH:6][CH:5]=[C:4]([F:8])[C:3]=1[O:9][C:10]1[CH:11]=[CH:12][C:13]([NH2:16])=[CH:14][CH:15]=1, predict the reactants needed to synthesize it. The reactants are: [F:1][C:2]1[CH:7]=[CH:6][CH:5]=[C:4]([F:8])[C:3]=1[O:9][C:10]1[CH:15]=[CH:14][C:13]([N+:16]([O-])=O)=[CH:12][CH:11]=1.O.NN. (2) Given the product [N:28]1([CH:34]2[CH2:39][CH2:38][N:37]([CH2:40][CH2:41][CH2:42][NH:43][C:21](=[O:23])[C:20]3[CH:19]=[CH:18][C:17]([S:14](=[O:15])(=[O:16])[NH:13][C:8]4[CH:9]=[CH:10][CH:11]=[CH:12][C:7]=4[O:6][C:5]4[CH:4]=[CH:3][C:2]([Br:1])=[CH:27][CH:26]=4)=[CH:25][CH:24]=3)[CH2:36][CH2:35]2)[CH2:33][CH2:32][CH2:31][CH2:30][CH2:29]1, predict the reactants needed to synthesize it. The reactants are: [Br:1][C:2]1[CH:27]=[CH:26][C:5]([O:6][C:7]2[CH:12]=[CH:11][CH:10]=[CH:9][C:8]=2[NH:13][S:14]([C:17]2[CH:25]=[CH:24][C:20]([C:21]([OH:23])=O)=[CH:19][CH:18]=2)(=[O:16])=[O:15])=[CH:4][CH:3]=1.[N:28]1([CH:34]2[CH2:39][CH2:38][N:37]([CH2:40][CH2:41][CH2:42][NH:43]C(=O)C3C=CC(S(=O)(=O)NC4C=CC=CC=4OC4C=CC(Cl)=CC=4Cl)=CC=3)[CH2:36][CH2:35]2)[CH2:33][CH2:32][CH2:31][CH2:30][CH2:29]1. (3) Given the product [CH3:1][O:2][C:3](=[O:20])[CH2:4][CH:5]([NH:9][C:10](=[O:19])[CH2:11][CH2:12][C:13]1[CH:18]=[CH:17][CH:16]=[CH:15][CH:14]=1)[C:6](=[O:8])[CH3:21], predict the reactants needed to synthesize it. The reactants are: [CH3:1][O:2][C:3](=[O:20])[CH2:4][CH:5]([NH:9][C:10](=[O:19])[CH2:11][CH2:12][C:13]1[CH:18]=[CH:17][CH:16]=[CH:15][CH:14]=1)[C:6]([OH:8])=O.[C:21](OC(=O)C)(=O)C. (4) Given the product [OH:19][C:20]1[CH:25]=[CH:24][C:23]([S:26][CH2:18][CH2:2][CH2:3][N:4]([N:13]2[CH:17]=[N:16][N:15]=[CH:14]2)[C:5]2[CH:12]=[CH:11][C:8]([C:9]#[N:10])=[CH:7][CH:6]=2)=[CH:22][CH:21]=1, predict the reactants needed to synthesize it. The reactants are: Br[CH:2]([CH3:18])[CH2:3][N:4]([N:13]1[CH:17]=[N:16][N:15]=[CH:14]1)[C:5]1[CH:12]=[CH:11][C:8]([C:9]#[N:10])=[CH:7][CH:6]=1.[OH:19][C:20]1[CH:25]=[CH:24][C:23]([SH:26])=[CH:22][CH:21]=1.C(=O)([O-])[O-].[K+].[K+].C(OCC)(=O)C. (5) Given the product [C:3]([C:5]1[CH:6]=[C:7]([C:15]2[O:19][N:18]=[C:17]([C:20]3[CH:21]=[CH:22][CH:23]=[C:24]4[C:28]=3[N:27]([CH3:40])[CH:26]=[C:25]4[CH2:29][CH2:30][C:31]([O:33][C:34]([CH3:35])([CH3:37])[CH3:36])=[O:32])[N:16]=2)[CH:8]=[CH:9][C:10]=1[O:11][CH:12]([CH3:14])[CH3:13])#[N:4], predict the reactants needed to synthesize it. The reactants are: [H-].[Na+].[C:3]([C:5]1[CH:6]=[C:7]([C:15]2[O:19][N:18]=[C:17]([C:20]3[CH:21]=[CH:22][CH:23]=[C:24]4[C:28]=3[NH:27][CH:26]=[C:25]4[CH2:29][CH2:30][C:31]([O:33][C:34]([CH3:37])([CH3:36])[CH3:35])=[O:32])[N:16]=2)[CH:8]=[CH:9][C:10]=1[O:11][CH:12]([CH3:14])[CH3:13])#[N:4].IC.[CH3:40]COC(C)=O. (6) Given the product [Br:12][CH2:13][C:14]([NH:4][C:3]1[CH:5]=[CH:6][CH:7]=[C:8]([F:9])[C:2]=1[F:1])=[O:15], predict the reactants needed to synthesize it. The reactants are: [F:1][C:2]1[C:8]([F:9])=[CH:7][CH:6]=[CH:5][C:3]=1[NH2:4].[OH-].[Na+].[Br:12][CH2:13][C:14](Br)=[O:15].